This data is from TCR-epitope binding with 47,182 pairs between 192 epitopes and 23,139 TCRs. The task is: Binary Classification. Given a T-cell receptor sequence (or CDR3 region) and an epitope sequence, predict whether binding occurs between them. (1) The epitope is VLWAHGFEL. The TCR CDR3 sequence is CASSPGTENGELFF. Result: 1 (the TCR binds to the epitope). (2) The epitope is QVPLRPMTYK. The TCR CDR3 sequence is CASTRSGGFRDEQYF. Result: 1 (the TCR binds to the epitope). (3) The epitope is ILGLPTQTV. The TCR CDR3 sequence is CASSQDPQLAEGYNEQFF. Result: 1 (the TCR binds to the epitope). (4) The epitope is ELAGIGILTV. The TCR CDR3 sequence is CASSLIQGELGTDTQYF. Result: 0 (the TCR does not bind to the epitope). (5) The epitope is RISNCVADY. The TCR CDR3 sequence is CSARDRGIGNTIYF. Result: 0 (the TCR does not bind to the epitope). (6) The epitope is TLIGDCATV. The TCR CDR3 sequence is CASSYLDGAHYEQYF. Result: 0 (the TCR does not bind to the epitope). (7) The epitope is TSNQVAVLY. The TCR CDR3 sequence is CASSQVSPGTDTQYF. Result: 1 (the TCR binds to the epitope). (8) The epitope is KPLEFGATSAAL. The TCR CDR3 sequence is CASSSPGLETDTQYF. Result: 1 (the TCR binds to the epitope). (9) The epitope is WICLLQFAY. The TCR CDR3 sequence is CASSSRLAGPTDTQYF. Result: 1 (the TCR binds to the epitope). (10) The epitope is RLQSLQTYV. The TCR CDR3 sequence is CASSLGGAGGADTQYF. Result: 1 (the TCR binds to the epitope).